This data is from Full USPTO retrosynthesis dataset with 1.9M reactions from patents (1976-2016). The task is: Predict the reactants needed to synthesize the given product. (1) Given the product [CH3:29][C:27]1[CH:26]=[CH:25][N:24]=[C:23]([CH:11]2[CH2:14][N:13]([C:15]([O:17][C:18]([CH3:21])([CH3:20])[CH3:19])=[O:16])[CH2:12]2)[CH:28]=1, predict the reactants needed to synthesize it. The reactants are: BrCCBr.C[Si](Cl)(C)C.I[CH:11]1[CH2:14][N:13]([C:15]([O:17][C:18]([CH3:21])([CH3:20])[CH3:19])=[O:16])[CH2:12]1.Br[C:23]1[CH:28]=[C:27]([CH3:29])[CH:26]=[CH:25][N:24]=1. (2) Given the product [CH3:5][N:6]1[C@@H:2]2[CH2:23][C:11]3=[CH:12][CH:13]=[C:14]([OH:26])[C:15]4[O:16][C@H:17]5[C:18]([CH2:19][CH2:20][C@:1]2([OH:4])[C@:9]5([C:10]=43)[CH2:8][CH2:7]1)=[O:24], predict the reactants needed to synthesize it. The reactants are: [C:1]([OH:4])(=O)[CH3:2].[CH3:5][N:6]1[C@@H]2[CH2:23][C:11]3[CH:12]=[CH:13][C:14]([OH:26])=[C:15]4[O:16][C@H:17]5[C:18]([O:24]C)=[CH:19][CH:20]=C2[C@:9]5([C:10]=34)[CH2:8][CH2:7]1.C(OO)(=O)C.OO. (3) The reactants are: [Cl:1][C:2]1[CH:3]=[C:4]([OH:11])[C:5]([N+:8]([O-:10])=[O:9])=[N:6][CH:7]=1.C1(P(C2C=CC=CC=2)C2C=CC=CC=2)C=CC=CC=1.[CH3:31][O:32][CH2:33][CH:34](O)[CH3:35]. Given the product [Cl:1][C:2]1[CH:3]=[C:4]([O:11][CH:34]([CH3:35])[CH2:33][O:32][CH3:31])[C:5]([N+:8]([O-:10])=[O:9])=[N:6][CH:7]=1, predict the reactants needed to synthesize it.